This data is from Reaction yield outcomes from USPTO patents with 853,638 reactions. The task is: Predict the reaction yield, written as a fraction of the theoretical maximum amount of product (1.0 means a 100% yield; for example, 0.34 means a 34% yield). (1) The reactants are CCN(C(C)C)C(C)C.[N:10]1[CH:15]=[CH:14][CH:13]=[CH:12][C:11]=1[N:16]1[CH:20]=[C:19]([C:21]([OH:23])=O)[N:18]=[N:17]1.C1C=CC2N(O)N=NC=2C=1.CCN=C=NCCCN(C)C.Cl.[NH2:46][CH2:47][C:48]([N:50]1[CH2:55][CH2:54][N:53]([C:56](=[O:66])[C:57]2[CH:62]=[C:61]([F:63])[C:60]([F:64])=[C:59]([F:65])[CH:58]=2)[CH2:52][CH2:51]1)=[O:49].FC1C=C(C=C(F)C=1F)C(O)=O. The catalyst is CN(C=O)C.O. The product is [O:49]=[C:48]([N:50]1[CH2:55][CH2:54][N:53]([C:56](=[O:66])[C:57]2[CH:58]=[C:59]([F:65])[C:60]([F:64])=[C:61]([F:63])[CH:62]=2)[CH2:52][CH2:51]1)[CH2:47][NH:46][C:21]([C:19]1[N:18]=[N:17][N:16]([C:11]2[CH:12]=[CH:13][CH:14]=[CH:15][N:10]=2)[CH:20]=1)=[O:23]. The yield is 0.540. (2) The reactants are [Cl:1][C:2]1[CH:7]=[CH:6][C:5]([C:8]#[C:9][C:10]2[CH:36]=[CH:35][C:13]([CH2:14][N:15]([CH2:29][CH2:30][CH2:31][CH2:32][CH2:33][CH3:34])[C:16]3[CH:28]=[CH:27][C:19]4[O:20]C(C)(C)[O:22][C:23](=[O:24])[C:18]=4[CH:17]=3)=[CH:12][CH:11]=2)=[CH:4][CH:3]=1.[OH-].[Na+]. The catalyst is CO. The product is [Cl:1][C:2]1[CH:3]=[CH:4][C:5]([C:8]#[C:9][C:10]2[CH:11]=[CH:12][C:13]([CH2:14][N:15]([CH2:29][CH2:30][CH2:31][CH2:32][CH2:33][CH3:34])[C:16]3[CH:28]=[CH:27][C:19]([OH:20])=[C:18]([CH:17]=3)[C:23]([OH:24])=[O:22])=[CH:35][CH:36]=2)=[CH:6][CH:7]=1. The yield is 0.290.